From a dataset of Catalyst prediction with 721,799 reactions and 888 catalyst types from USPTO. Predict which catalyst facilitates the given reaction. (1) Reactant: [N:1]1([CH2:6][CH2:7][O:8][C:9]2[CH:14]=[CH:13][C:12]([S:15]([O-:17])=[O:16])=[CH:11][CH:10]=2)[CH2:5][CH2:4][CH2:3][CH2:2]1.C1C(=O)N(Cl)C(=O)C1.[NH2:26][CH2:27][CH2:28][C:29]1[CH:34]=[CH:33][C:32]([O:35][C:36](=[O:45])[N:37]([CH3:44])[C:38]2[CH:43]=[CH:42][CH:41]=[CH:40][CH:39]=2)=[CH:31][CH:30]=1.C(O)(C(F)(F)F)=O.CCN(C(C)C)C(C)C. Product: [N:1]1([CH2:6][CH2:7][O:8][C:9]2[CH:14]=[CH:13][C:12]([S:15]([NH:26][CH2:27][CH2:28][C:29]3[CH:30]=[CH:31][C:32]([O:35][C:36](=[O:45])[N:37]([CH3:44])[C:38]4[CH:39]=[CH:40][CH:41]=[CH:42][CH:43]=4)=[CH:33][CH:34]=3)(=[O:17])=[O:16])=[CH:11][CH:10]=2)[CH2:5][CH2:4][CH2:3][CH2:2]1. The catalyst class is: 2. (2) Reactant: O[C:2]1[N:7]2[CH:8]=[N:9][C:10]([C:11]([NH2:13])=O)=[C:6]2[N:5]=[C:4]([CH3:14])[C:3]=1[C:15]1[C:20]([F:21])=[CH:19][C:18]([F:22])=[CH:17][C:16]=1[F:23].P(Cl)(Cl)([Cl:26])=O.[OH-].[Na+]. Product: [Cl:26][C:2]1[N:7]2[CH:8]=[N:9][C:10]([C:11]#[N:13])=[C:6]2[N:5]=[C:4]([CH3:14])[C:3]=1[C:15]1[C:20]([F:21])=[CH:19][C:18]([F:22])=[CH:17][C:16]=1[F:23]. The catalyst class is: 282. (3) Reactant: [Cl:1][C:2]1[CH:7]=[C:6]([NH:8][N+]([O-])=O)[CH:5]=[C:4]([Cl:12])[N:3]=1.[OH-:13].[Na+].[NH4+:15].[OH-:16]. Product: [Cl:12][C:4]1[C:5]([N+:15]([O-:16])=[O:13])=[C:6]([NH2:8])[CH:7]=[C:2]([Cl:1])[N:3]=1. The catalyst class is: 82. (4) Reactant: [CH3:1][C:2]([C:4]1[CH:9]=[CH:8][C:7]([NH:10][C:11]([CH3:13])=[O:12])=[CH:6][CH:5]=1)=[O:3].[Br:14]Br. Product: [Br:14][CH2:1][C:2]([C:4]1[CH:9]=[CH:8][C:7]([NH:10][C:11](=[O:12])[CH3:13])=[CH:6][CH:5]=1)=[O:3]. The catalyst class is: 472. (5) Reactant: C(=O)([O-])[O-].[K+].[K+].[OH:7][C:8]1[C:17]([CH:18]=[O:19])=[C:16]([CH:20]([CH3:22])[CH3:21])[CH:15]=[C:14]2[C:9]=1[C:10](=[O:25])[CH2:11][C:12]([CH3:24])([CH3:23])[O:13]2.C1C=CC(N([S:33]([C:36]([F:39])([F:38])[F:37])(=[O:35])=[O:34])[S:33]([C:36]([F:39])([F:38])[F:37])(=[O:35])=[O:34])=CC=1.[Cl-].[NH4+]. Product: [F:37][C:36]([F:39])([F:38])[S:33]([O:7][C:8]1[C:17]([CH:18]=[O:19])=[C:16]([CH:20]([CH3:21])[CH3:22])[CH:15]=[C:14]2[C:9]=1[C:10](=[O:25])[CH2:11][C:12]([CH3:23])([CH3:24])[O:13]2)(=[O:35])=[O:34]. The catalyst class is: 35. (6) Reactant: [NH2:1][C:2]1[N:10]=[CH:9][N:8]=[C:7]2[C:3]=1[N:4]([C:21]1[CH:26]=[CH:25][C:24]([O:27][C:28]3[CH:33]=[CH:32][CH:31]=[CH:30][CH:29]=3)=[CH:23][CH:22]=1)[C:5](=[O:20])[N:6]2[C:11]1[CH:12]=[C:13]([CH:17]=[CH:18][CH:19]=1)[C:14](O)=[O:15].Cl.[CH3:35][NH:36][O:37][CH3:38].C1C=CC2N(O)N=NC=2C=1.CCN=C=NCCCN(C)C.CCN(C(C)C)C(C)C. The catalyst class is: 2. Product: [NH2:1][C:2]1[N:10]=[CH:9][N:8]=[C:7]2[C:3]=1[N:4]([C:21]1[CH:26]=[CH:25][C:24]([O:27][C:28]3[CH:33]=[CH:32][CH:31]=[CH:30][CH:29]=3)=[CH:23][CH:22]=1)[C:5](=[O:20])[N:6]2[C:11]1[CH:12]=[C:13]([CH:17]=[CH:18][CH:19]=1)[C:14]([N:36]([O:37][CH3:38])[CH3:35])=[O:15]. (7) Reactant: C(O[CH:6](N(C)C)[N:7]([CH3:9])[CH3:8])(C)(C)C.[Cl:13][C:14]1[CH:19]=[CH:18][C:17]([N:20]2[C:29](=[O:30])[C:28]3[C:23](=[CH:24][CH:25]=[CH:26][CH:27]=3)[N:22]=[C:21]2[C:31]2[CH:36]=[CH:35][C:34]([N+:37]([O-:39])=[O:38])=[C:33]([CH3:40])[CH:32]=2)=[CH:16][CH:15]=1. Product: [Cl:13][C:14]1[CH:19]=[CH:18][C:17]([N:20]2[C:29](=[O:30])[C:28]3[C:23](=[CH:24][CH:25]=[CH:26][CH:27]=3)[N:22]=[C:21]2[C:31]2[CH:36]=[CH:35][C:34]([N+:37]([O-:39])=[O:38])=[C:33](/[CH:40]=[CH:6]/[N:7]([CH3:9])[CH3:8])[CH:32]=2)=[CH:16][CH:15]=1. The catalyst class is: 3.